From a dataset of Catalyst prediction with 721,799 reactions and 888 catalyst types from USPTO. Predict which catalyst facilitates the given reaction. (1) Reactant: [CH3:1][O:2][C:3](=[O:32])[C@@H:4]([NH:24]C(OC(C)(C)C)=O)[CH2:5][C:6]1[CH:11]=[CH:10][C:9]([O:12][CH2:13][C:14]2[CH:19]=[CH:18][C:17]([C:20]([CH3:23])([CH3:22])[CH3:21])=[CH:16][CH:15]=2)=[CH:8][CH:7]=1.[ClH:33]. Product: [ClH:33].[CH3:1][O:2][C:3](=[O:32])[C@@H:4]([NH2:24])[CH2:5][C:6]1[CH:11]=[CH:10][C:9]([O:12][CH2:13][C:14]2[CH:15]=[CH:16][C:17]([C:20]([CH3:21])([CH3:22])[CH3:23])=[CH:18][CH:19]=2)=[CH:8][CH:7]=1. The catalyst class is: 12. (2) Reactant: [N+:1]([C:4]1[CH:9]=[CH:8][C:7]([C:10](=O)[CH3:11])=[CH:6][CH:5]=1)([O-:3])=[O:2].C([O-])(=O)C.[NH4+].C([BH3-])#[N:19].[Na+].Cl. Product: [N+:1]([C:4]1[CH:9]=[CH:8][C:7]([CH:10]([NH2:19])[CH3:11])=[CH:6][CH:5]=1)([O-:3])=[O:2]. The catalyst class is: 5. (3) Reactant: Cl.Cl.[NH2:3][CH:4]1[CH2:13][C:12]2[C:7](=[CH:8][N:9]=[CH:10][CH:11]=2)[NH:6][C:5]1=[O:14].C(OC(=O)[NH:21][C@H:22]([CH2:34][C:35]1[CH:40]=[CH:39][CH:38]=[CH:37][C:36]=1[F:41])[CH2:23][C:24](ON1C(=O)CCC1=O)=[O:25])(C)(C)C.C(N(CC)CC)C.Cl. Product: [NH2:21][C@H:22]([CH2:34][C:35]1[CH:40]=[CH:39][CH:38]=[CH:37][C:36]=1[F:41])[CH2:23][C:24]([NH:3][CH:4]1[CH2:13][C:12]2[C:7](=[CH:8][N:9]=[CH:10][CH:11]=2)[NH:6][C:5]1=[O:14])=[O:25]. The catalyst class is: 880.